From a dataset of Forward reaction prediction with 1.9M reactions from USPTO patents (1976-2016). Predict the product of the given reaction. The product is: [CH2:8]([N:1]1[CH2:6][CH2:5][CH2:4][CH2:3][CH2:2]1)[CH2:9][CH2:10][CH3:11]. Given the reactants [NH:1]1[CH2:6][CH2:5][CH2:4][CH2:3][CH2:2]1.I[CH2:8][CH2:9][CH2:10][CH3:11], predict the reaction product.